From a dataset of Peptide-MHC class I binding affinity with 185,985 pairs from IEDB/IMGT. Regression. Given a peptide amino acid sequence and an MHC pseudo amino acid sequence, predict their binding affinity value. This is MHC class I binding data. (1) The peptide sequence is RPDTRHLRV. The MHC is HLA-A02:01 with pseudo-sequence HLA-A02:01. The binding affinity (normalized) is 0. (2) The peptide sequence is MLQGKKASVY. The MHC is HLA-A30:02 with pseudo-sequence HLA-A30:02. The binding affinity (normalized) is 0.693. (3) The peptide sequence is YHLGGIEGL. The MHC is HLA-B15:09 with pseudo-sequence HLA-B15:09. The binding affinity (normalized) is 0.517. (4) The peptide sequence is TPSGKRLQI. The MHC is HLA-A02:01 with pseudo-sequence HLA-A02:01. The binding affinity (normalized) is 0.0847. (5) The peptide sequence is VQKVNPAPK. The MHC is HLA-B58:01 with pseudo-sequence HLA-B58:01. The binding affinity (normalized) is 0.0847. (6) The peptide sequence is ANFQSSMTK. The MHC is HLA-A03:01 with pseudo-sequence HLA-A03:01. The binding affinity (normalized) is 0.315. (7) The peptide sequence is SYSEIARAI. The MHC is H-2-Kd with pseudo-sequence H-2-Kd. The binding affinity (normalized) is 1.00.